From a dataset of Catalyst prediction with 721,799 reactions and 888 catalyst types from USPTO. Predict which catalyst facilitates the given reaction. (1) Reactant: [CH2:1]([O:8][C:9]1[CH:18]=[C:17]2[C:12]([C:13](O)=[CH:14][CH:15]=[N:16]2)=[CH:11][C:10]=1[O:20][CH3:21])[C:2]1[CH:7]=[CH:6][CH:5]=[CH:4][CH:3]=1.P(Cl)(Cl)([Cl:24])=O.[OH-].[Na+]. Product: [CH2:1]([O:8][C:9]1[CH:18]=[C:17]2[C:12]([C:13]([Cl:24])=[CH:14][CH:15]=[N:16]2)=[CH:11][C:10]=1[O:20][CH3:21])[C:2]1[CH:7]=[CH:6][CH:5]=[CH:4][CH:3]=1. The catalyst class is: 260. (2) Reactant: [NH2:1][CH2:2][CH2:3][C:4]1[C:12]2[C:7](=[CH:8][C:9]([F:16])=[C:10]([O:14][CH3:15])[C:11]=2[F:13])[NH:6][C:5]=1[C:17]([OH:19])=[O:18].O1CCCC1.[OH-].[Na+].[C:27](O[C:27]([O:29][C:30]([CH3:33])([CH3:32])[CH3:31])=[O:28])([O:29][C:30]([CH3:33])([CH3:32])[CH3:31])=[O:28]. Product: [C:30]([O:29][C:27]([NH:1][CH2:2][CH2:3][C:4]1[C:12]2[C:7](=[CH:8][C:9]([F:16])=[C:10]([O:14][CH3:15])[C:11]=2[F:13])[NH:6][C:5]=1[C:17]([OH:19])=[O:18])=[O:28])([CH3:33])([CH3:32])[CH3:31]. The catalyst class is: 6.